Dataset: TCR-epitope binding with 47,182 pairs between 192 epitopes and 23,139 TCRs. Task: Binary Classification. Given a T-cell receptor sequence (or CDR3 region) and an epitope sequence, predict whether binding occurs between them. (1) The epitope is NLVPMVATV. The TCR CDR3 sequence is CASSQSGGDVGELFF. Result: 1 (the TCR binds to the epitope). (2) The epitope is CINGVCWTV. The TCR CDR3 sequence is CASRDVVGRLSSYNEQFF. Result: 1 (the TCR binds to the epitope). (3) The TCR CDR3 sequence is CATSDSERGGLGDTQYF. The epitope is RLRAEAQVK. Result: 0 (the TCR does not bind to the epitope).